This data is from Reaction yield outcomes from USPTO patents with 853,638 reactions. The task is: Predict the reaction yield, written as a fraction of the theoretical maximum amount of product (1.0 means a 100% yield; for example, 0.34 means a 34% yield). (1) The reactants are [C:1]([C:4]1[CH:5]=[C:6]([CH:11]=[CH:12][C:13]=1[CH3:14])[C:7]([O:9][CH3:10])=[O:8])(=[NH:3])[NH2:2].Br[CH:16]1[C:21](=O)[CH2:20][CH2:19][O:18][CH2:17]1.C(=O)([O-])[O-].[K+].[K+]. The catalyst is CC#N. The yield is 0.370. The product is [CH3:14][C:13]1[CH:12]=[CH:11][C:6]([C:7]([O:9][CH3:10])=[O:8])=[CH:5][C:4]=1[C:1]1[NH:2][C:16]2[CH2:17][O:18][CH2:19][CH2:20][C:21]=2[N:3]=1. (2) The product is [OH:21][C:7]1[C:8]([C:12]([NH:14][CH2:15][C:16]([O:18][CH2:19][CH3:20])=[O:17])=[O:13])=[C:9]2[C:4](=[CH:5][CH:6]=1)[N:3]=[C:2]([C:24]1[CH:23]=[N:22][CH:27]=[CH:26][CH:25]=1)[CH:11]=[N:10]2. The yield is 1.30. The catalyst is O1CCOCC1.O.C1C=CC([P]([Pd]([P](C2C=CC=CC=2)(C2C=CC=CC=2)C2C=CC=CC=2)([P](C2C=CC=CC=2)(C2C=CC=CC=2)C2C=CC=CC=2)[P](C2C=CC=CC=2)(C2C=CC=CC=2)C2C=CC=CC=2)(C2C=CC=CC=2)C2C=CC=CC=2)=CC=1. The reactants are Br[C:2]1[CH:11]=[N:10][C:9]2[C:4](=[CH:5][CH:6]=[C:7]([OH:21])[C:8]=2[C:12]([NH:14][CH2:15][C:16]([O:18][CH2:19][CH3:20])=[O:17])=[O:13])[N:3]=1.[N:22]1[CH:27]=[CH:26][CH:25]=[C:24](B(O)O)[CH:23]=1.C(=O)([O-])[O-].[K+].[K+]. (3) The reactants are [Br:1][C:2]1[CH:7]=[CH:6][C:5]([F:8])=[CH:4][C:3]=1[C:9]1[NH:13][N:12]=[N:11][N:10]=1.IC.[C:16](=O)([O-])[O-].[K+].[K+]. The catalyst is CN(C)C=O. The product is [Br:1][C:2]1[CH:7]=[CH:6][C:5]([F:8])=[CH:4][C:3]=1[C:9]1[N:13]([CH3:16])[NH:12][NH:11][N:10]=1. The yield is 0.330.